Dataset: Catalyst prediction with 721,799 reactions and 888 catalyst types from USPTO. Task: Predict which catalyst facilitates the given reaction. (1) Reactant: [F:1][C:2]1([F:33])[CH2:7][CH2:6][N:5](C(OCC2C=CC=CC=2)=O)[CH:4]([C:18]2[CH:23]=[CH:22][C:21]([C:24]([F:27])([F:26])[F:25])=[CH:20][CH:19]=2)[CH:3]1[CH2:28][C:29]([O:31][CH3:32])=[O:30]. Product: [F:33][C:2]1([F:1])[CH2:7][CH2:6][NH:5][CH:4]([C:18]2[CH:23]=[CH:22][C:21]([C:24]([F:27])([F:26])[F:25])=[CH:20][CH:19]=2)[CH:3]1[CH2:28][C:29]([O:31][CH3:32])=[O:30]. The catalyst class is: 293. (2) Reactant: [NH2:1][C:2](=O)[CH2:3][C@H:4]([N:13]1[CH2:17][CH2:16][C@H:15]([NH:18][C:19](=[O:25])[O:20][C:21]([CH3:24])([CH3:23])[CH3:22])[C:14]1=[O:26])[C:5]([N:7]1[CH2:12][CH2:11][O:10][CH2:9][CH2:8]1)=[O:6].C(N(CC)CC)C.FC(F)(F)C(OC(=O)C(F)(F)F)=O. Product: [C:2]([CH2:3][C@H:4]([N:13]1[CH2:17][CH2:16][C@H:15]([NH:18][C:19](=[O:25])[O:20][C:21]([CH3:22])([CH3:23])[CH3:24])[C:14]1=[O:26])[C:5]([N:7]1[CH2:8][CH2:9][O:10][CH2:11][CH2:12]1)=[O:6])#[N:1]. The catalyst class is: 1.